Task: Regression. Given two drug SMILES strings and cell line genomic features, predict the synergy score measuring deviation from expected non-interaction effect.. Dataset: NCI-60 drug combinations with 297,098 pairs across 59 cell lines (1) Drug 1: C1=NC2=C(N=C(N=C2N1C3C(C(C(O3)CO)O)F)Cl)N. Drug 2: CC1=C(C(=CC=C1)Cl)NC(=O)C2=CN=C(S2)NC3=CC(=NC(=N3)C)N4CCN(CC4)CCO. Cell line: HS 578T. Synergy scores: CSS=14.0, Synergy_ZIP=-2.74, Synergy_Bliss=2.10, Synergy_Loewe=4.62, Synergy_HSA=4.92. (2) Drug 1: CC1=C2C(C(=O)C3(C(CC4C(C3C(C(C2(C)C)(CC1OC(=O)C(C(C5=CC=CC=C5)NC(=O)C6=CC=CC=C6)O)O)OC(=O)C7=CC=CC=C7)(CO4)OC(=O)C)O)C)OC(=O)C. Drug 2: C1CN(P(=O)(OC1)NCCCl)CCCl. Cell line: SW-620. Synergy scores: CSS=43.9, Synergy_ZIP=6.40, Synergy_Bliss=6.28, Synergy_Loewe=-33.1, Synergy_HSA=5.65. (3) Drug 2: C1CCC(C(C1)N)N.C(=O)(C(=O)[O-])[O-].[Pt+4]. Cell line: HCT116. Synergy scores: CSS=62.5, Synergy_ZIP=-2.12, Synergy_Bliss=2.45, Synergy_Loewe=1.49, Synergy_HSA=3.34. Drug 1: C1=CC=C(C=C1)NC(=O)CCCCCCC(=O)NO. (4) Drug 1: C1=NC(=NC(=O)N1C2C(C(C(O2)CO)O)O)N. Drug 2: CCN(CC)CCCC(C)NC1=C2C=C(C=CC2=NC3=C1C=CC(=C3)Cl)OC. Cell line: A498. Synergy scores: CSS=15.4, Synergy_ZIP=-6.09, Synergy_Bliss=-1.40, Synergy_Loewe=-5.36, Synergy_HSA=-2.26.